The task is: Predict the reactants needed to synthesize the given product.. This data is from Full USPTO retrosynthesis dataset with 1.9M reactions from patents (1976-2016). (1) Given the product [CH3:28][C:29]1[O:30][C:31]2[CH:46]=[CH:45][CH:44]=[CH:43][C:32]=2[C:33]=1[C:2]1[N:3]=[C:4]([N:22]2[CH2:27][CH2:26][O:25][CH2:24][CH2:23]2)[C:5]2[N:10]=[C:9]([CH2:11][N:12]3[CH2:17][CH2:16][CH:15]([C:18]([OH:21])([CH3:20])[CH3:19])[CH2:14][CH2:13]3)[S:8][C:6]=2[N:7]=1, predict the reactants needed to synthesize it. The reactants are: Cl[C:2]1[N:3]=[C:4]([N:22]2[CH2:27][CH2:26][O:25][CH2:24][CH2:23]2)[C:5]2[N:10]=[C:9]([CH2:11][N:12]3[CH2:17][CH2:16][CH:15]([C:18]([OH:21])([CH3:20])[CH3:19])[CH2:14][CH2:13]3)[S:8][C:6]=2[N:7]=1.[CH3:28][C:29]1[O:30][C:31]2[CH:46]=[CH:45][CH:44]=[CH:43][C:32]=2[C:33]=1B1OC(C)(C)C(C)(C)O1.C([O-])([O-])=O.[Cs+].[Cs+]. (2) Given the product [Br:1][C:2]1[CH:3]=[CH:4][C:5]([C:8]2[CH:13]=[CH:12][C:11]([C:14](=[O:21])[CH2:15][CH2:16][C:17]([OH:19])=[O:18])=[CH:10][CH:9]=2)=[CH:6][CH:7]=1, predict the reactants needed to synthesize it. The reactants are: [Br:1][C:2]1[CH:7]=[CH:6][C:5]([C:8]2[CH:13]=[CH:12][C:11]([C:14](=[O:21])[CH2:15][CH2:16][C:17]([O:19]C)=[O:18])=[CH:10][CH:9]=2)=[CH:4][CH:3]=1. (3) Given the product [C:35]([NH:36][NH:37][C:33]([C:7]1[C:6](=[O:40])[NH:11][CH:10]=[C:9]([C:12]2[C:17]([C:18]3[S:19][CH:20]=[C:21]([C:23]([F:24])([F:25])[F:26])[N:22]=3)=[CH:16][C:15]([NH:27][C:28]([NH:30][CH2:31][CH3:32])=[O:29])=[N:14][CH:13]=2)[CH:8]=1)=[O:34])(=[O:44])[CH3:38], predict the reactants needed to synthesize it. The reactants are: N([O-])=O.[Na+].N[C:6]1[N:11]=[CH:10][C:9]([C:12]2[CH:13]=[N:14][C:15]([NH:27][C:28]([NH:30][CH2:31][CH3:32])=[O:29])=[CH:16][C:17]=2[C:18]2[S:19][CH:20]=[C:21]([C:23]([F:26])([F:25])[F:24])[N:22]=2)=[CH:8][C:7]=1[C:33]1[O:34][C:35]([CH3:38])=[N:36][N:37]=1.S(=O)(=O)(O)[OH:40].[OH2:44]. (4) Given the product [F:17][C:12]1[C:8]([C:9]([OH:11])=[O:10])=[C:7]2[NH:6][C:3](=[O:4])[O:16][C:15]2=[CH:14][CH:13]=1, predict the reactants needed to synthesize it. The reactants are: C1C[O:4][CH2:3]C1.[NH2:6][C:7]1[C:15]([OH:16])=[CH:14][CH:13]=[C:12]([F:17])[C:8]=1[C:9]([OH:11])=[O:10].CCN(C(C)C)C(C)C.C(=O)(OC(Cl)(Cl)Cl)OC(Cl)(Cl)Cl.